From a dataset of Forward reaction prediction with 1.9M reactions from USPTO patents (1976-2016). Predict the product of the given reaction. Given the reactants [C:1]([C:3]1[CH:4]=[C:5]([CH:28]=[CH:29][CH:30]=1)[C:6]([NH:8][C:9]1[C:10]([NH:16][C:17](=[O:27])[C:18]2[CH:23]=[CH:22][C:21]([CH:24]([CH3:26])[CH3:25])=[CH:20][CH:19]=2)=[CH:11][C:12]([OH:15])=[CH:13][CH:14]=1)=[O:7])#[N:2].C(=O)([O-])[O-].[K+].[K+].Br[CH2:38][C:39]([O:41][CH2:42][C:43]1[CH:48]=[CH:47][CH:46]=[CH:45][CH:44]=1)=[O:40], predict the reaction product. The product is: [C:1]([C:3]1[CH:4]=[C:5]([CH:28]=[CH:29][CH:30]=1)[C:6]([NH:8][C:9]1[C:10]([NH:16][C:17](=[O:27])[C:18]2[CH:23]=[CH:22][C:21]([CH:24]([CH3:26])[CH3:25])=[CH:20][CH:19]=2)=[CH:11][C:12]([O:15][CH2:38][C:39]([O:41][CH2:42][C:43]2[CH:48]=[CH:47][CH:46]=[CH:45][CH:44]=2)=[O:40])=[CH:13][CH:14]=1)=[O:7])#[N:2].